Dataset: Forward reaction prediction with 1.9M reactions from USPTO patents (1976-2016). Task: Predict the product of the given reaction. (1) Given the reactants [Br:1][C:2]1[CH:3]=[CH:4][C:5]([O:9][CH3:10])=[C:6]([OH:8])[CH:7]=1.[C:11]1(C)C=CC(S(OCCCl)(=O)=O)=C[CH:12]=1.CC(C)([O-])C.[K+], predict the reaction product. The product is: [Br:1][C:2]1[CH:3]=[CH:4][C:5]([O:9][CH3:10])=[C:6]([O:8][CH:11]=[CH2:12])[CH:7]=1. (2) Given the reactants Br[CH:2]1[CH2:7][C@@H:6]2[CH2:8][C:3]1([C:9]([OH:11])=[O:10])[CH2:4][CH2:5]2, predict the reaction product. The product is: [C:3]12([C:9]([OH:11])=[O:10])[CH2:8][CH:6]([CH2:5][CH2:4]1)[CH2:7][CH2:2]2. (3) Given the reactants [CH3:1][C:2]1[N:7]=[C:6]([NH:8][C:9]2[CH:14]=[C:13](B3OC(C)(C)C(C)(C)O3)[CH:12]=[CH:11][N:10]=2)[CH:5]=[CH:4][N:3]=1.[CH2:24]([N:31]1[CH2:40][CH2:39][C:38]2[N:37]=[CH:36][C:35](Br)=[CH:34][C:33]=2[C:32]1=[O:42])[C:25]1[CH:30]=[CH:29][CH:28]=[CH:27][CH:26]=1.C(Cl)Cl, predict the reaction product. The product is: [CH2:24]([N:31]1[CH2:40][CH2:39][C:38]2[N:37]=[CH:36][C:35]([C:13]3[CH:12]=[CH:11][N:10]=[C:9]([NH:8][C:6]4[CH:5]=[CH:4][N:3]=[C:2]([CH3:1])[N:7]=4)[CH:14]=3)=[CH:34][C:33]=2[C:32]1=[O:42])[C:25]1[CH:26]=[CH:27][CH:28]=[CH:29][CH:30]=1. (4) Given the reactants [CH3:1][N:2]([CH:10]1[CH2:15][CH2:14][N:13]([C:16]2[CH:21]=[CH:20][C:19]([N+:22]([O-:24])=[O:23])=[CH:18][CH:17]=2)[CH2:12][CH2:11]1)C(=O)OC(C)(C)C.[ClH:25].C(OCC)C, predict the reaction product. The product is: [ClH:25].[CH3:1][NH:2][CH:10]1[CH2:11][CH2:12][N:13]([C:16]2[CH:21]=[CH:20][C:19]([N+:22]([O-:24])=[O:23])=[CH:18][CH:17]=2)[CH2:14][CH2:15]1. (5) Given the reactants [CH:1]1([N:4]2[C:13]3[C:8](=[CH:9][C:10]([F:15])=[C:11](Cl)[N:12]=3)[C:7](=[O:16])[C:6]([C:17]([OH:19])=[O:18])=[CH:5]2)[CH2:3][CH2:2]1.[CH3:20][O:21][N:22]=[C:23]1[C:27]2([CH2:30][N:29]([C:31]([O:33][C:34]([CH3:37])([CH3:36])[CH3:35])=[O:32])[CH2:28]2)[CH2:26][NH:25][CH2:24]1, predict the reaction product. The product is: [C:34]([O:33][C:31]([N:29]1[CH2:30][C:27]2([C:23](=[N:22][O:21][CH3:20])[CH2:24][N:25]([C:11]3[N:12]=[C:13]4[C:8]([C:7](=[O:16])[C:6]([C:17]([OH:19])=[O:18])=[CH:5][N:4]4[CH:1]4[CH2:3][CH2:2]4)=[CH:9][C:10]=3[F:15])[CH2:26]2)[CH2:28]1)=[O:32])([CH3:37])([CH3:36])[CH3:35]. (6) Given the reactants [F:1][C:2]1[CH:3]=[C:4]([CH:22]=[CH:23][CH:24]=1)[CH2:5][C@@H:6]1[CH2:11][C@@H:10]([C:12]2[O:16][NH:15][C:14](=[O:17])[CH:13]=2)[CH2:9][CH2:8][N:7]1C(OC)=O.Br, predict the reaction product. The product is: [F:1][C:2]1[CH:3]=[C:4]([CH:22]=[CH:23][CH:24]=1)[CH2:5][C@@H:6]1[CH2:11][C@@H:10]([C:12]2[O:16][NH:15][C:14](=[O:17])[CH:13]=2)[CH2:9][CH2:8][NH:7]1. (7) Given the reactants [CH3:1][O:2][C:3]1[CH:8]=[CH:7][C:6]([CH2:9][CH2:10][CH2:11][C:12](=[O:16])[C:13]([OH:15])=[O:14])=[CH:5][CH:4]=1.[OH-].[Na+].C(OC(C)C)(C)C.C1(C)C=CC=CC=1CCN, predict the reaction product. The product is: [OH:16][C@H:12]([CH2:11][CH2:10][CH2:9][C:6]1[CH:5]=[CH:4][C:3]([O:2][CH3:1])=[CH:8][CH:7]=1)[C:13]([OH:15])=[O:14].